This data is from Catalyst prediction with 721,799 reactions and 888 catalyst types from USPTO. The task is: Predict which catalyst facilitates the given reaction. (1) Reactant: [C:1]([C:4]1[N:5]([CH2:19][C:20]2[CH:25]=[CH:24][CH:23]=[CH:22][CH:21]=2)[C:6]2[C:11]([CH:12]=1)=[C:10]([O:13][CH3:14])[CH:9]=[C:8]1[CH2:15][CH2:16][CH2:17][CH2:18][C:7]=21)(=[O:3])[CH3:2].[BH4-].[Na+].C(O)(=O)CC(CC(O)=O)(C(O)=O)O. Product: [CH2:19]([N:5]1[C:6]2[C:11](=[C:10]([O:13][CH3:14])[CH:9]=[C:8]3[CH2:15][CH2:16][CH2:17][CH2:18][C:7]3=2)[CH:12]=[C:4]1[CH:1]([OH:3])[CH3:2])[C:20]1[CH:21]=[CH:22][CH:23]=[CH:24][CH:25]=1. The catalyst class is: 8. (2) Reactant: Cl[C:2]1[NH:3][CH2:4][N:5]=[C:6]2[C:11]=1[CH:10]=[C:9]([N+:12]([O-:14])=[O:13])[C:8]([F:15])=[CH:7]2.C([O-])([O-])=O.[K+].[K+]. Product: [NH:5]([C:2]1[C:11]2[C:6](=[CH:7][C:8]([F:15])=[C:9]([N+:12]([O-:14])=[O:13])[CH:10]=2)[N:5]=[CH:4][N:3]=1)[C:6]1[CH:11]=[CH:10][CH:9]=[CH:8][CH:7]=1. The catalyst class is: 23.